From a dataset of Drug-target binding data from BindingDB using IC50 measurements. Regression. Given a target protein amino acid sequence and a drug SMILES string, predict the binding affinity score between them. We predict pIC50 (pIC50 = -log10(IC50 in M); higher means more potent). Dataset: bindingdb_ic50. (1) The compound is Cc1ccc2nc(/C=C/c3ccc(C(C)(C)C)cc3)nc(NCCN(C)C)c2c1. The target protein (P17865) has sequence MLEFETNIDGLASIKVIGVGGGGNNAVNRMIENEVQGVEYIAVNTDAQALNLSKAEVKMQIGAKLTRGLGAGANPEVGKKAAEESKEQIEEALKGADMVFVTAGMGGGTGTGAAPVIAQIAKDLGALTVGVVTRPFTFEGRKRQLQAAGGISAMKEAVDTLIVIPNDRILEIVDKNTPMLEAFREADNVLRQGVQGISDLIATPGLINLDFADVKTIMSNKGSALMGIGIATGENRAAEAAKKAISSPLLEAAIDGAQGVLMNITGGTNLSLYEVQEAADIVASASDQDVNMIFGSVINENLKDEIVVTVIATGFIEQEKDVTKPQRPSLNQSIKTHNQSVPKREPKREEPQQQNTVSRHTSQPADDTLDIPTFLRNRNKRG. The pIC50 is 3.9. (2) The target protein (P24046) has sequence MLAVPNMRFGIFLLWWGWVLATESRMHWPGREVHEMSKKGRPQRQRREVHEDAHKQVSPILRRSPDITKSPLTKSEQLLRIDDHDFSMRPGFGGPAIPVGVDVQVESLDSISEVDMDFTMTLYLRHYWKDERLSFPSTNNLSMTFDGRLVKKIWVPDMFFVHSKRSFIHDTTTDNVMLRVQPDGKVLYSLRVTVTAMCNMDFSRFPLDTQTCSLEIESYAYTEDDLMLYWKKGNDSLKTDERISLSQFLIQEFHTTTKLAFYSSTGWYNRLYINFTLRRHIFFFLLQTYFPATLMVMLSWVSFWIDRRAVPARVPLGITTVLTMSTIITGVNASMPRVSYIKAVDIYLWVSFVFVFLSVLEYAAVNYLTTVQERKEQKLREKLPCTSGLPPPRTAMLDGNYSDGEVNDLDNYMPENGEKPDRMMVQLTLASERSSPQRKSQRSSYVSMRIDTHAIDKYSRIIFPAAYILFNLIYWSIFS. The compound is CCCCP(=O)(O)C1=C[C@@H](NC(=O)CCCCCNC(=O)CCCC[C@@H]2SC[C@@H]3NC(=O)N[C@H]23)CC1. The pIC50 is 3.8. (3) The compound is Cc1noc(C)c1-c1ccc2c(c1)C(O)(c1ccsc1)C(=O)N2. The target protein sequence is MSLPSRQTAIIVNPPPPEYINTKKNGRLTNQLQYLQKVVLKDLWKHSFSWPFQRPVDAVKLQLPDYYTIIKNPMDLNTIKKRLENKYYAKASECIEDFNTMFSNCYLYNKPGDDIVLMAQALEKLFMQKLSQMPQEEQVVGVKERIKKGTQQNIAVSSAKEKSSPSATEKVFKQQEIPSVFPKTSISPLNVVQGASVNSSSQTAAQVTKGVKRKADTTTPATSAVKASSEFSPTFTEKSVALPPIKENMPKNVLPDSQQQYNVVKTVKVTEQLRHCSEILKEMLAKKHFSYAWPFYNPVDVNALGLHNYYDVVKNPMDLGTIKEKMDNQEYKDAYKFAADVRLMFMNCYKYNPPDHEVVTMARMLQDVFETHFSKIPIEPVESMPLCYIKTDITETT. The pIC50 is 7.5. (4) The pIC50 is 4.2. The compound is CCC(=C/c1sc2ccc3ccccc3c2[n+]1C)/C=C1\Sc2ccc3ccccc3c2N1C. The target protein sequence is MSIQHFRVALIPFFAAFCLPVFAHPETLVKVKDAEDQLGARVGYIELDLNSGKILESFRPEERFPMMSTFKVLLCGAVLSRVDAGQEQLGRRIHYSQNDLVEYSPVTEKHLTDGMTVRELCSAAITMSDNTAANLLLTTIGGPKELTAFLHNMGDHVTRLDRWEPELNEAIPNDERDTTMPAAMATTLRKLLTGELLTLASRQQLIDWMEADKVAGPLLRSALPAGWFIADKSGAGERGSRGIIAALGPDGKPSRIVVIYTDGESGNYG. (5) The drug is CSCCc1c(-c2cccnc2)nn(-c2ccc(Cl)c(Cl)c2)c1OCCCNC(=O)[C@H](Cc1ccc(F)cc1)NS(C)(=O)=O. The target protein (P19440) has sequence MKKKLVVLGLLAVVLVLVIVGLCLWLPSASKEPDNHVYTRAAVAADAKQCSKIGRDALRDGGSAVDAAIAALLCVGLMNAHSMGIGGGLFLTIYNSTTRKAEVINAREVAPRLAFATMFNSSEQSQKGGLSVAVPGEIRGYELAHQRHGRLPWARLFQPSIQLARQGFPVGKGLAAALENKRTVIEQQPVLCEVFCRDRKVLREGERLTLPQLADTYETLAIEGAQAFYNGSLTAQIVKDIQAAGGIVTAEDLNNYRAELIEHPLNISLGDVVLYMPSAPLSGPVLALILNILKGYNFSRESVESPEQKGLTYHRIVEAFRFAYAKRTLLGDPKFVDVTEVVRNMTSEFFAAQLRAQISDDTTHPISYYKPEFYTPDDGGTAHLSVVAEDGSAVSATSTINLYFGSKVRSPVSGILFNNEMDDFSSPSITNEFGVPPSPANFIQPGKQPLSSMCPTIMVGQDGQVRMVVGAAGGTQITTATALAIIYNLWFGYDVKRAVE.... The pIC50 is 4.7. (6) The drug is Nn1c(SCc2cc(=O)c(O)co2)nnc1-c1ccccc1Br. The target protein (P36025) has sequence MTSLDDSVLTKKNIALLDNATNYIRPAIDYFHFKFNYDSLDVSTTWRLLLKMRKHKLLRLPSCSSENEFDYSIYMARLYHCIWRRWSIKHFNLDEYKIDPLSINWNKEIDVTVLYGPDLVGIHEREQPTPTDFPMGNIKEQGKQLLDVRKEGSASSLLKKGSVFYSKGKWLSQRSISFDDTVRRRDIDKRGRFRESCVLINDVEQFQNYSIVWDESRHRYRRQALPDTYDYEHLYPNGDETPRNTPHDNIIIHQNLHSITEGSYIYIK. The pIC50 is 5.2.